Dataset: Forward reaction prediction with 1.9M reactions from USPTO patents (1976-2016). Task: Predict the product of the given reaction. (1) Given the reactants [OH:1][C:2]1[C:10]([CH3:11])=[CH:9][CH:8]=[CH:7][C:3]=1[C:4]([OH:6])=[O:5].[Br:12]Br.O.CO, predict the reaction product. The product is: [Br:12][C:8]1[CH:9]=[C:10]([CH3:11])[C:2]([OH:1])=[C:3]([CH:7]=1)[C:4]([OH:6])=[O:5]. (2) Given the reactants FC(F)(F)COP([CH2:13][C:14]([O:16][CH3:17])=[O:15])(OCC(F)(F)F)=O.C1OCCOCCOCCOCCOCCOC1.C[Si]([N-][Si](C)(C)C)(C)C.[K+].[F:48][C:49]1[CH:56]=[CH:55][C:52]([CH:53]=O)=[CH:51][CH:50]=1, predict the reaction product. The product is: [F:48][C:49]1[CH:56]=[CH:55][C:52](/[CH:53]=[CH:13]\[C:14]([O:16][CH3:17])=[O:15])=[CH:51][CH:50]=1. (3) Given the reactants [CH3:1][O:2][C:3]1[CH:4]=[C:5]2[C:9](=[C:10](I)[CH:11]=1)[C:8](=[O:13])[N:7]([CH2:14][C:15]1[CH:20]=[CH:19][C:18]([O:21][C:22]([F:25])([F:24])[F:23])=[CH:17][CH:16]=1)[CH2:6]2.[C-:26]#[N:27].[Na+], predict the reaction product. The product is: [CH3:1][O:2][C:3]1[CH:11]=[C:10]([C:26]#[N:27])[C:9]2[C:8](=[O:13])[N:7]([CH2:14][C:15]3[CH:20]=[CH:19][C:18]([O:21][C:22]([F:25])([F:24])[F:23])=[CH:17][CH:16]=3)[CH2:6][C:5]=2[CH:4]=1. (4) Given the reactants [CH3:1][O:2][C:3]1[CH:8]=[CH:7][C:6]([C@@H:9]([NH2:11])[CH3:10])=[CH:5][CH:4]=1.CC(NP(OC1C=CC(Cl)=CC=1Cl)(OC)=S)C.[CH2:29]=[C:30]1[O:33][C:32](=[O:34])[CH2:31]1, predict the reaction product. The product is: [CH3:1][O:2][C:3]1[CH:8]=[CH:7][C:6]([C@@H:9]([NH:11][C:32](=[O:34])[CH2:31][C:30](=[O:33])[CH3:29])[CH3:10])=[CH:5][CH:4]=1. (5) The product is: [OH:12][CH:11]([C:2]1[CH:3]=[CH:4][C:5]2[C:10](=[CH:9][CH:8]=[CH:7][CH:6]=2)[CH:1]=1)[C:20]([OH:22])=[O:21]. Given the reactants [CH:1]1[C:10]2[C:5](=[CH:6][CH:7]=[CH:8][CH:9]=2)[CH:4]=[CH:3][C:2]=1[CH:11]=[O:12].[OH-].[Na+].C(O)[C@H]1[O:21][C@@H:20]2[O:22][C@H]3[C@H](O)[C@@H](O)[C@@H](O[C@H]4[C@H](O)[C@@H](O)[C@@H](O[C@H]5[C@H](O)[C@@H](O)[C@@H](O[C@H]6[C@H](O)[C@@H](O)[C@@H](O[C@H]7[C@H](O)[C@@H](O)[C@@H](O[C@H]8[C@H](O)[C@@H](O)[C@@H](O[C@H]1[C@H](O)[C@H]2O)O[C@@H]8CO)O[C@@H]7CO)O[C@@H]6CO)O[C@@H]5CO)O[C@@H]4CO)O[C@@H]3CO.O, predict the reaction product. (6) Given the reactants C(ON=O)(C)(C)C.[O:8]1[CH2:12][CH2:11][C:10]([C:13]2[C:19]([CH3:20])=[CH:18][CH:17]=[CH:16][C:14]=2N)=[N:9]1.[CH3:21][S:22]SC, predict the reaction product. The product is: [CH3:20][C:19]1[CH:18]=[CH:17][CH:16]=[C:14]([S:22][CH3:21])[C:13]=1[C:10]1[CH2:11][CH2:12][O:8][N:9]=1.